This data is from Experimentally validated miRNA-target interactions with 360,000+ pairs, plus equal number of negative samples. The task is: Binary Classification. Given a miRNA mature sequence and a target amino acid sequence, predict their likelihood of interaction. (1) The miRNA is hsa-miR-187-5p with sequence GGCUACAACACAGGACCCGGGC. The protein sequence of the target gene is MIHVGENTWNLRILITDLQVEKTLRVKGDQHIGGVMLNLVDPELPKDWSDHALWWPAKNIWLTRTRSTLDQAGVQSDSFLHFTPMHKTLRVQMPDLRYLDYRVNFSAKTFGAVVSLCKDLDIRYPEELSFCKPLEPEHLKKNFSKLPQRKIPVAEANGIAYVQPALDTNSFVPITGAYNGSNGSLDRSHNGNLLCAPASPYTRRAATAPGTPISSPTGTWKHNSTGYASYDSNSSFGDLQENLAMSPRSPSPDVRARLVRPKSRVEKARLNVGWLDSSLSIMEQGVREYDTLCLRFKYFT.... Result: 0 (no interaction). (2) The miRNA is hsa-miR-3162-3p with sequence UCCCUACCCCUCCACUCCCCA. The protein sequence of the target gene is MKFRAKIVDGACLNHFTRISNMIAKLAKTCTLRISPDKLNFILCDKLANGGVSMWCELEQENFFNEFQMEGVSAENNEIYLELTSENLSRALKTAQNARALKIKLTNKHFPCLTVSVELLSMSSSSRIVTHDIPIKVIPRKLWKDLQEPVVPDPDVSIYLPVLKTMKSVVEKMKNISNHLVIEANLDGELNLKIETELVCVTTHFKDLGNPPLASESTHEDRNVEHMAEVHIDIRKLLQFLAGQQVNPTKALCNIVNNKMVHFDLLHEDVSLQYFIPALS. Result: 0 (no interaction). (3) The miRNA is hsa-miR-6808-3p with sequence GUGUGACCACCGUUCCUGCAG. The protein sequence of the target gene is MSPHPTALLGLVLCLAQTIHTQEEDLPRPSISAEPGTVIPLGSHVTFVCRGPVGVQTFRLERESRSTYNDTEDVSQASPSESEARFRIDSVSEGNAGPYRCIYYKPPKWSEQSDYLELLVKETSGGPDSPDTEPGSSAGPTQRPSDNSHNEHAPASQGLKAEHLYILIGVSVVFLFCLLLLVLFCLHRQNQIKQGPPRSKDEEQKPQQRPDLAVDVLERTADKATVNGLPEKDRETDTSALAAGSSQEVTYAQLDHWALTQRTARAVSPQSTKPMAESITYAAVARH. Result: 1 (interaction). (4) The miRNA is hsa-miR-4668-5p with sequence AGGGAAAAAAAAAAGGAUUUGUC. The protein sequence of the target gene is MAPALWRACNGLMAAFFALAALVQVNDPDAEVWVVVYTIPAVLTLLVGLNPEVTGNVIWKSISAIHILFCTVWAVGLASYLLHRTQQNILHEEEGRELSGLVIITAWIILCHSSSKNPVGGRIQLAIAIVITLFPFISWVYIYINKEMRSSWPTHCKTVI. Result: 1 (interaction). (5) The protein sequence of the target gene is MAQFYYKRNVNAPYRDRIPLRIVRAESELSPSEKAYLNAVEKGDYASVKKSLEEAEIYFKININCIDPLGRTALLIAIENENLELIELLLSFNVYVGDALLHAIRKEVVGAVELLLNHKKPSGEKQVPPILLDKQFSEFTPDITPIILAAHTNNYEIIKLLVQKGVSVPRPHEVRCNCVECVSSSDVDSLRHSRSRLNIYKALASPSLIALSSEDPFLTAFQLSWELQELSKVENEFKSEYEELSRQCKQFAKDLLDQTRSSRELEIILNYRDDNSLIEEQSGNDLARLKLAIKYRQKEF.... The miRNA is mmu-miR-676-3p with sequence CCGUCCUGAGGUUGUUGAGCU. Result: 0 (no interaction). (6) The miRNA is hsa-miR-8485 with sequence CACACACACACACACACGUAU. The protein sequence of the target gene is MDSRYNSTAGIGDLNQLSAAIPATRVEVSVSCRNLLDRDTFSKSDPICVLYVQGVGNKEWREFGRTEVIDNTLNPDFVRKFILDYFFEERENLRFDLYDVDSKSPNLSKHDFLGQVFCTLGEIVGSQGSRLEKPIVGIPGKKCGTIILTAEELNCCRDAVLMQFCANKLDKKDFFGKSDPFLVFYRSNEDGSFTICHKTEVVKNTLNPVWQAFKISVRALCNGDYDRTIKVEVYDWDRDGSHDFIGEFTTSYRELSRGQSQFNVYEVVNPKKKGKKKKYTNSGTVTLLSFLVETEVSFLD.... Result: 1 (interaction).